This data is from Reaction yield outcomes from USPTO patents with 853,638 reactions. The task is: Predict the reaction yield, written as a fraction of the theoretical maximum amount of product (1.0 means a 100% yield; for example, 0.34 means a 34% yield). (1) The reactants are [CH3:1][O:2][C:3]1[CH:8]=[CH:7][C:6]([C:9]2([C:12]([OH:14])=[O:13])[CH2:11][CH2:10]2)=[CH:5][CH:4]=1.O.[C:16]1(C)C=CC(S(O)(=O)=O)=CC=1. The catalyst is CO. The product is [CH3:16][O:13][C:12]([C:9]1([C:6]2[CH:5]=[CH:4][C:3]([O:2][CH3:1])=[CH:8][CH:7]=2)[CH2:10][CH2:11]1)=[O:14]. The yield is 0.990. (2) The reactants are [Cl:1][C:2]1[C:7]2[N:8]([CH2:19][CH2:20][CH3:21])[C:9]([C:11]3[CH:12]=[N:13][C:14](Cl)=[C:15]([Cl:17])[CH:16]=3)=[N:10][C:6]=2[CH:5]=[CH:4][CH:3]=1.[NH2:22][C:23]1[CH:28]=[CH:27][N:26]=[CH:25][CH:24]=1.C([O-])([O-])=O.[Cs+].[Cs+]. The catalyst is C1(C)C=CC=CC=1.CC([O-])=O.CC([O-])=O.[Pd+2].C1C=CC(P(C2C(C3C(P(C4C=CC=CC=4)C4C=CC=CC=4)=CC=C4C=3C=CC=C4)=C3C(C=CC=C3)=CC=2)C2C=CC=CC=2)=CC=1. The product is [Cl:17][C:15]1[C:14]([NH:22][C:23]2[CH:28]=[CH:27][N:26]=[CH:25][CH:24]=2)=[N:13][CH:12]=[C:11]([C:9]2[N:8]([CH2:19][CH2:20][CH3:21])[C:7]3[C:2]([Cl:1])=[CH:3][CH:4]=[CH:5][C:6]=3[N:10]=2)[CH:16]=1. The yield is 0.490. (3) The reactants are [NH2:1][C:2]1[CH:34]=[CH:33][C:5]([O:6][C:7]2[CH:12]=[CH:11][N:10]=[C:9]3[N:13](CC4C=CC(OC)=CC=4)[N:14]=[C:15]([NH:16][CH:17]4[CH2:22][CH2:21][N:20]([CH3:23])[CH2:19][CH2:18]4)[C:8]=23)=[C:4]([F:35])[CH:3]=1.[F:36][C:37]1[CH:42]=[CH:41][C:40]([N:43]2[CH:48]=[CH:47][CH:46]=[C:45]([C:49](O)=[O:50])[C:44]2=[O:52])=[CH:39][CH:38]=1.O=C1C(C(OC)=O)=CC=CO1.FC1C=CC(N)=CC=1. No catalyst specified. The product is [F:35][C:4]1[CH:3]=[C:2]([NH:1][C:49]([C:45]2[C:44](=[O:52])[N:43]([C:40]3[CH:39]=[CH:38][C:37]([F:36])=[CH:42][CH:41]=3)[CH:48]=[CH:47][CH:46]=2)=[O:50])[CH:34]=[CH:33][C:5]=1[O:6][C:7]1[CH:12]=[CH:11][N:10]=[C:9]2[NH:13][N:14]=[C:15]([NH:16][CH:17]3[CH2:18][CH2:19][N:20]([CH3:23])[CH2:21][CH2:22]3)[C:8]=12. The yield is 0.730. (4) The reactants are [CH2:1]([O:8][C:9]([NH:11][CH2:12][C:13]([N:15]1[CH2:21][CH2:20][CH2:19][N:18](C(OC(C)(C)C)=O)[CH2:17][CH2:16]1)=[O:14])=[O:10])[C:2]1[CH:7]=[CH:6][CH:5]=[CH:4][CH:3]=1.C(O)(C(F)(F)F)=O.Cl.O1CCOCC1. The product is [CH2:1]([O:8][C:9](=[O:10])[NH:11][CH2:12][C:13]([N:15]1[CH2:21][CH2:20][CH2:19][NH:18][CH2:17][CH2:16]1)=[O:14])[C:2]1[CH:3]=[CH:4][CH:5]=[CH:6][CH:7]=1. The yield is 0.940. The catalyst is ClCCl.